This data is from Reaction yield outcomes from USPTO patents with 853,638 reactions. The task is: Predict the reaction yield, written as a fraction of the theoretical maximum amount of product (1.0 means a 100% yield; for example, 0.34 means a 34% yield). (1) No catalyst specified. The reactants are Br[C:2]1[CH:3]=[CH:4][CH:5]=[C:6]2[C:10]=1[N:9]([CH2:11][C:12]1[CH:21]=[CH:20][C:15]([C:16]([O:18]C)=[O:17])=[CH:14][CH:13]=1)[C:8]([C:22]([F:25])([F:24])[F:23])=[C:7]2[CH2:26][CH2:27][CH2:28][O:29][C:30]1[CH:35]=[C:34]([CH3:36])[C:33]([Cl:37])=[C:32]([CH3:38])[CH:31]=1.[CH3:39][N:40]1[C:44]([CH3:45])=[C:43](B2OC(C)(C)C(C)(C)O2)[C:42]([CH3:55])=[N:41]1. The product is [Cl:37][C:33]1[C:32]([CH3:38])=[CH:31][C:30]([O:29][CH2:28][CH2:27][CH2:26][C:7]2[C:6]3[C:10](=[C:2]([C:43]4[C:42]([CH3:55])=[N:41][N:40]([CH3:39])[C:44]=4[CH3:45])[CH:3]=[CH:4][CH:5]=3)[N:9]([CH2:11][C:12]3[CH:21]=[CH:20][C:15]([C:16]([OH:18])=[O:17])=[CH:14][CH:13]=3)[C:8]=2[C:22]([F:24])([F:25])[F:23])=[CH:35][C:34]=1[CH3:36]. The yield is 0.860. (2) The reactants are [Cl:1][C:2]1[CH:10]=[C:9]([C:11](=[O:14])[NH:12][CH3:13])[CH:8]=[C:7]([Cl:15])[C:3]=1[C:4]([OH:6])=O.S(Cl)(Cl)=O.[CH3:20][C:21]1[NH:35][C:24]2=[C:25]([NH:29][C:30]([CH:32]3[CH2:34][CH2:33]3)=[O:31])[N:26]=[CH:27][CH:28]=[C:23]2[CH:22]=1.[Cl-].[Al+3].[Cl-].[Cl-]. The catalyst is ClCCl.CO. The product is [Cl:15][C:7]1[CH:8]=[C:9]([CH:10]=[C:2]([Cl:1])[C:3]=1[C:4]([C:22]1[C:23]2[C:24](=[C:25]([NH:29][C:30]([CH:32]3[CH2:33][CH2:34]3)=[O:31])[N:26]=[CH:27][CH:28]=2)[NH:35][C:21]=1[CH3:20])=[O:6])[C:11]([NH:12][CH3:13])=[O:14]. The yield is 0.290. (3) The yield is 0.180. The reactants are Br[C:2]1[C:7]2[S:8][C:9]([C:11]3[C:16]([Cl:17])=[CH:15][CH:14]=[CH:13][C:12]=3[Cl:18])=[N:10][C:6]=2[CH:5]=[CH:4][N:3]=1.[NH2:19][C:20]1[N:25]=[C:24]([CH3:26])[N:23]=[C:22]([N:27]2[CH2:32][CH2:31][N:30]([CH2:33][CH2:34][OH:35])[CH2:29][CH2:28]2)[CH:21]=1.CC1(C)C2C(=C(P(C3C=CC=CC=3)C3C=CC=CC=3)C=CC=2)OC2C(P(C3C=CC=CC=3)C3C=CC=CC=3)=CC=CC1=2.C([O-])([O-])=O.[Cs+].[Cs+]. The catalyst is O1CCOCC1.C1C=CC(/C=C/C(/C=C/C2C=CC=CC=2)=O)=CC=1.C1C=CC(/C=C/C(/C=C/C2C=CC=CC=2)=O)=CC=1.C1C=CC(/C=C/C(/C=C/C2C=CC=CC=2)=O)=CC=1.[Pd].[Pd]. The product is [Cl:18][C:12]1[CH:13]=[CH:14][CH:15]=[C:16]([Cl:17])[C:11]=1[C:9]1[S:8][C:7]2[C:2]([NH:19][C:20]3[N:25]=[C:24]([CH3:26])[N:23]=[C:22]([N:27]4[CH2:32][CH2:31][N:30]([CH2:33][CH2:34][OH:35])[CH2:29][CH2:28]4)[CH:21]=3)=[N:3][CH:4]=[CH:5][C:6]=2[N:10]=1. (4) The reactants are [C:1]([C:4]1[N:5]=[C:6]([N:9]2[CH2:12][CH:11]([S:13][C:14]3[C@H:15]([CH3:30])[C@@H:16]4[C@@H:25]([C@H:26]([OH:28])[CH3:27])[C:24](=[O:29])[N:17]4[C:18]=3[C:19]([O:21][CH2:22][CH3:23])=[O:20])[CH2:10]2)[S:7][CH:8]=1)(=[O:3])[NH2:2].[C:31](O)(=O)[CH3:32].NN.C1(P(OC2[C@H](C)[C@H]3[C@@H]([C@H](O)C)C(=O)N3C=2C(OCC2[CH:66]=[CH:65][C:64]([N+:67]([O-:69])=[O:68])=[CH:63][CH:62]=2)=O)(C2C=CC=CC=2)=O)C=CC=CC=1.[CH:77](N(C(C)C)CC)(C)[CH3:78].C(=O)([O-])O.[Na+]. The catalyst is CN(C)C=O.C(#N)C.C(OCC)(=O)C. The product is [N:2]1([C:1]([C:4]2[N:5]=[C:6]([N:9]3[CH2:12][CH:11]([S:13][C:14]4[C@H:15]([CH3:30])[C@@H:16]5[C@@H:25]([C@H:26]([OH:28])[CH3:27])[C:24](=[O:29])[N:17]5[C:18]=4[C:19]([O:21][CH2:22][C:23]4[CH:62]=[CH:63][C:64]([N+:67]([O-:69])=[O:68])=[CH:65][CH:66]=4)=[O:20])[CH2:10]3)[S:7][CH:8]=2)=[O:3])[CH2:32][CH2:31][CH2:78][CH2:77]1. The yield is 0.460. (5) The reactants are [Cl:1][C:2]1[CH:3]=[CH:4][C:5]([CH3:13])=[C:6]2[C:11]=1[C:10](=[O:12])[NH:9][CH2:8][CH2:7]2.S(=O)(=O)(O)O.[I:19]N1C(=O)CCC1=O. No catalyst specified. The product is [Cl:1][C:2]1[C:3]([I:19])=[CH:4][C:5]([CH3:13])=[C:6]2[C:11]=1[C:10](=[O:12])[NH:9][CH2:8][CH2:7]2. The yield is 0.870. (6) The reactants are CC1C=CC(S(OCC2CC3C=CC=C(C4C=C(C(F)(F)F)C=C(C(F)(F)F)C=4)C=3O2)(=O)=O)=CC=1.[N-]=[N+]=[N-].[Na+].[N:40]([CH2:43][CH:44]1[CH2:48][C:47]2[CH:49]=[CH:50][CH:51]=[C:52]([C:53]3[CH:58]=[C:57]([C:59]([F:62])([F:61])[F:60])[CH:56]=[C:55]([C:63]([F:66])([F:65])[F:64])[CH:54]=3)[C:46]=2[O:45]1)=[N+]=[N-].[N-]=[N+]=[N-]. The catalyst is [Pd]. The product is [F:61][C:59]([F:60])([F:62])[C:57]1[CH:58]=[C:53]([C:52]2[C:46]3[O:45][CH:44]([CH2:43][NH2:40])[CH2:48][C:47]=3[CH:49]=[CH:50][CH:51]=2)[CH:54]=[C:55]([C:63]([F:64])([F:65])[F:66])[CH:56]=1. The yield is 0.470. (7) The reactants are [Cl:1][C:2]1[C:7]([Cl:8])=[CH:6][C:5]([C:9]2([CH2:24]O)[C:17]3[C:12](=[CH:13][CH:14]=[CH:15][CH:16]=3)[N:11]([CH2:18][CH2:19][CH2:20][CH2:21][CH3:22])[C:10]2=[O:23])=[C:4]([OH:26])[CH:3]=1.C1(CCN2C3C(=CC=CC=3)C(C3C(O)=CC4OCOC=4C=3)(CO)C2=O)CC1. No catalyst specified. The product is [Cl:8][C:7]1[C:2]([Cl:1])=[CH:3][C:4]2[O:26][CH2:24][C:9]3([C:17]4[C:12](=[CH:13][CH:14]=[CH:15][CH:16]=4)[N:11]([CH2:18][CH2:19][CH2:20][CH2:21][CH3:22])[C:10]3=[O:23])[C:5]=2[CH:6]=1. The yield is 0.430.